This data is from Catalyst prediction with 721,799 reactions and 888 catalyst types from USPTO. The task is: Predict which catalyst facilitates the given reaction. (1) Reactant: S(C1C=CC(C)=CC=1)(O)(=O)=O.S(C1C=CC(C)=CC=1)(O)(=O)=O.C1(=O)[N:27]([C:28]([N:45]2C(=O)C3=CC=CC=C3C2=O)([CH2:34][CH2:35][CH2:36][CH2:37][CH2:38][CH2:39][CH2:40][CH2:41][CH2:42][CH2:43][CH3:44])[O:29][O:30][O:31][O:32][OH:33])C(=O)C2=CC=CC=C12.O.NN. Product: [NH2:45][C:28]([NH2:27])([CH2:34][CH2:35][CH2:36][CH2:37][CH2:38][CH2:39][CH2:40][CH2:41][CH2:42][CH2:43][CH3:44])[O:29][O:30][O:31][O:32][OH:33]. The catalyst class is: 8. (2) Reactant: [CH2:1]([C:3]1[C:8]([CH3:9])=[CH:7][C:6]([NH:10]C(=O)C)=[C:5]([N+:14]([O-:16])=[O:15])[CH:4]=1)[CH3:2]. Product: [CH2:1]([C:3]1[C:8]([CH3:9])=[CH:7][C:6]([NH2:10])=[C:5]([N+:14]([O-:16])=[O:15])[CH:4]=1)[CH3:2]. The catalyst class is: 240. (3) Reactant: CO[N:3]=[C:4]1[C:12]2[C:7](=[CH:8][C:9]([C:13]([CH3:16])([CH3:15])[CH3:14])=[CH:10][CH:11]=2)[CH2:6][CH2:5]1.N.[H][H]. Product: [C:13]([C:9]1[CH:8]=[C:7]2[C:12](=[CH:11][CH:10]=1)[CH:4]([NH2:3])[CH2:5][CH2:6]2)([CH3:16])([CH3:14])[CH3:15]. The catalyst class is: 43. (4) Reactant: [C:1]1([C:7]2[N:8]=[C:9]3[CH2:14][CH2:13][CH:12]([C:15]([O:17]C)=[O:16])[CH2:11][N:10]3[CH:19]=2)[CH:6]=[CH:5][CH:4]=[CH:3][CH:2]=1.[ClH:20]. Product: [ClH:20].[C:1]1([C:7]2[N:8]=[C:9]3[CH2:14][CH2:13][CH:12]([C:15]([OH:17])=[O:16])[CH2:11][N:10]3[CH:19]=2)[CH:2]=[CH:3][CH:4]=[CH:5][CH:6]=1. The catalyst class is: 6. (5) Reactant: [C:1]1([C:7](=[O:11])[C:8]([OH:10])=O)[CH:6]=[CH:5][CH:4]=[CH:3][CH:2]=1.S(Cl)(Cl)=O.[NH2:16][C:17]1[CH:24]=[CH:23][C:20]([C:21]#[N:22])=[C:19]([Cl:25])[CH:18]=1. Product: [Cl:25][C:19]1[CH:18]=[C:17]([NH:16][C:8](=[O:10])[C:7](=[O:11])[C:1]2[CH:2]=[CH:3][CH:4]=[CH:5][CH:6]=2)[CH:24]=[CH:23][C:20]=1[C:21]#[N:22]. The catalyst class is: 80. (6) Reactant: P(C#N)(OCC)(OCC)=O.[F:11][C:12]([F:28])([F:27])[C:13]([N:15]1[CH2:21][CH2:20][C:19]2[CH:22]=[CH:23][C:24]([NH2:26])=[CH:25][C:18]=2[CH2:17][CH2:16]1)=[O:14].[CH2:29]([N:36]1[CH2:41][CH2:40][N:39]([CH2:42][CH2:43][C:44](O)=[O:45])[CH2:38][CH2:37]1)[C:30]1[CH:35]=[CH:34][CH:33]=[CH:32][CH:31]=1.C(N(CC)CC)C. Product: [CH2:29]([N:36]1[CH2:37][CH2:38][N:39]([CH2:42][CH2:43][C:44]([NH:26][C:24]2[CH:23]=[CH:22][C:19]3[CH2:20][CH2:21][N:15]([C:13](=[O:14])[C:12]([F:11])([F:27])[F:28])[CH2:16][CH2:17][C:18]=3[CH:25]=2)=[O:45])[CH2:40][CH2:41]1)[C:30]1[CH:31]=[CH:32][CH:33]=[CH:34][CH:35]=1. The catalyst class is: 18. (7) Reactant: [N:1]1([CH2:7][CH2:8][O:9][C:10]2[CH:15]=[CH:14][C:13]([CH:16]3[CH:21]([C:22]4[CH:27]=[CH:26][C:25]([O:28]C5CCCCO5)=[CH:24][CH:23]=4)[C:20](=[O:35])[C:19]4[CH:36]=[CH:37][C:38]([O:40]C5CCCCO5)=[CH:39][C:18]=4[O:17]3)=[CH:12][CH:11]=2)[CH2:6][CH2:5][CH2:4][CH2:3][CH2:2]1.[F:47][C:48]([Si](C)(C)C)([F:50])[F:49].[F-].[Cs+]. Product: [OH:35][C:20]1([C:48]([F:50])([F:49])[F:47])[C:19]2[CH:36]=[CH:37][C:38]([OH:40])=[CH:39][C:18]=2[O:17][CH:16]([C:13]2[CH:14]=[CH:15][C:10]([O:9][CH2:8][CH2:7][N:1]3[CH2:2][CH2:3][CH2:4][CH2:5][CH2:6]3)=[CH:11][CH:12]=2)[CH:21]1[C:22]1[CH:27]=[CH:26][C:25]([OH:28])=[CH:24][CH:23]=1. The catalyst class is: 57. (8) Reactant: [OH:1][C@H:2]([C:13]1[C:14]([CH3:23])=[C:15]2[C:19](=[CH:20][CH:21]=1)[C:18](=[O:22])[O:17][CH2:16]2)[CH2:3][N:4]1[CH2:9][CH2:8][CH:7]([C:10]([OH:12])=O)[CH2:6][CH2:5]1.[CH3:24][O:25][C:26]1[N:30]=[C:29]([NH2:31])[S:28][N:27]=1.CN(C(ON1N=NC2C=CC=NC1=2)=[N+](C)C)C.F[P-](F)(F)(F)(F)F.C(N(CC)CC)C. Product: [OH:1][C@H:2]([C:13]1[C:14]([CH3:23])=[C:15]2[C:19](=[CH:20][CH:21]=1)[C:18](=[O:22])[O:17][CH2:16]2)[CH2:3][N:4]1[CH2:9][CH2:8][CH:7]([C:10]([NH:31][C:29]2[S:28][N:27]=[C:26]([O:25][CH3:24])[N:30]=2)=[O:12])[CH2:6][CH2:5]1. The catalyst class is: 136.